This data is from Catalyst prediction with 721,799 reactions and 888 catalyst types from USPTO. The task is: Predict which catalyst facilitates the given reaction. (1) Reactant: [F:1][C:2]1[CH:29]=[C:28]([F:30])[CH:27]=[CH:26][C:3]=1[O:4][C:5]1[CH:10]=[CH:9][C:8]([CH2:11][S:12]([CH2:15][CH3:16])(=[O:14])=[O:13])=[CH:7][C:6]=1B1OC(C)(C)C(C)(C)O1.Br[C:32]1[N:37]2[CH:38]=[N:39][CH:40]=[C:36]2[C:35](=[O:41])[N:34]([CH3:42])[CH:33]=1.[O-]P([O-])([O-])=O.[K+].[K+].[K+]. Product: [F:1][C:2]1[CH:29]=[C:28]([F:30])[CH:27]=[CH:26][C:3]=1[O:4][C:5]1[CH:10]=[CH:9][C:8]([CH2:11][S:12]([CH2:15][CH3:16])(=[O:13])=[O:14])=[CH:7][C:6]=1[C:32]1[N:37]2[CH:38]=[N:39][CH:40]=[C:36]2[C:35](=[O:41])[N:34]([CH3:42])[CH:33]=1. The catalyst class is: 117. (2) Reactant: C(OC(=O)C)(=O)C.[NH2:8][C:9]1[C:18]([CH3:19])=[CH:17][C:16]([Br:20])=[CH:15][C:10]=1[C:11]([O:13][CH3:14])=[O:12].C([O-])(=O)C.[K+].[N+:26]([O-])(OCCC(C)C)=O. Product: [Br:20][C:16]1[CH:17]=[C:18]2[C:9](=[C:10]([C:11]([O:13][CH3:14])=[O:12])[CH:15]=1)[NH:8][N:26]=[CH:19]2. The catalyst class is: 22.